Dataset: Full USPTO retrosynthesis dataset with 1.9M reactions from patents (1976-2016). Task: Predict the reactants needed to synthesize the given product. (1) Given the product [CH2:1]([CH:8]1[NH:13][CH2:12][CH2:11][N:10]([CH2:14][C:15]2[CH:20]=[CH:19][C:18]([C:24]3[CH:25]=[C:26]([CH3:29])[CH:27]=[CH:28][C:23]=3[Cl:22])=[CH:17][CH:16]=2)[CH2:9]1)[C:2]1[CH:7]=[CH:6][CH:5]=[CH:4][CH:3]=1, predict the reactants needed to synthesize it. The reactants are: [CH2:1]([C@@H:8]1[NH:13][CH2:12][CH2:11][N:10]([CH2:14][C:15]2[CH:20]=[CH:19][C:18](Br)=[CH:17][CH:16]=2)[CH2:9]1)[C:2]1[CH:7]=[CH:6][CH:5]=[CH:4][CH:3]=1.[Cl:22][C:23]1[CH:28]=[CH:27][C:26]([CH3:29])=[CH:25][C:24]=1B(O)O.C(=O)([O-])[O-].[Na+].[Na+].C1(C)C=CC=CC=1. (2) Given the product [F:15][C:2]([F:1])([F:14])[C:3]1[CH:12]=[C:11]2[C:6]([C:7]([S:13][CH2:19][CH2:20][CH2:21][CH2:22][CH2:23][CH2:24][CH2:25][O:26][C:27]3[C:28](=[O:41])[CH:29]=[C:30]([CH2:33][O:34][CH:35]4[CH2:40][CH2:39][CH2:38][CH2:37][O:36]4)[O:31][CH:32]=3)=[CH:8][CH:9]=[N:10]2)=[CH:5][CH:4]=1, predict the reactants needed to synthesize it. The reactants are: [F:1][C:2]([F:15])([F:14])[C:3]1[CH:12]=[C:11]2[C:6]([C:7]([SH:13])=[CH:8][CH:9]=[N:10]2)=[CH:5][CH:4]=1.[H-].[Na+].Br[CH2:19][CH2:20][CH2:21][CH2:22][CH2:23][CH2:24][CH2:25][O:26][C:27]1[C:28](=[O:41])[CH:29]=[C:30]([CH2:33][O:34][CH:35]2[CH2:40][CH2:39][CH2:38][CH2:37][O:36]2)[O:31][CH:32]=1. (3) Given the product [OH:9][C:10]1[C:17]([CH:18]([CH3:19])[CH3:20])=[CH:16][C:15]([CH:21]([CH3:23])[CH3:22])=[CH:14][C:11]=1[C:7](=[O:6])[CH3:8], predict the reactants needed to synthesize it. The reactants are: C[Mg]Br.C([O:6][CH2:7][CH3:8])C.[OH:9][C:10]1[C:17]([CH:18]([CH3:20])[CH3:19])=[CH:16][C:15]([CH:21]([CH3:23])[CH3:22])=[CH:14][C:11]=1C#N.Cl. (4) Given the product [Cl:1][C:2]1[CH:7]=[C:6]2[NH:8][C:9](=[O:32])[C@@:10]3([C@H:14]([CH2:15][C:16]([C:19]#[N:20])([CH3:18])[CH3:17])[NH:13][C@@H:12]([C:21]([NH:66][C:67]4[CH:68]=[CH:69][C:70]([C:73]([O:75][CH3:76])=[O:74])=[N:71][CH:72]=4)=[O:22])[C@@H:11]3[C:24]3[CH:29]=[CH:28][CH:27]=[C:26]([Cl:30])[C:25]=3[F:31])[C:5]2=[CH:4][CH:3]=1, predict the reactants needed to synthesize it. The reactants are: [Cl:1][C:2]1[CH:7]=[C:6]2[NH:8][C:9](=[O:32])[C:10]3([CH:14]([CH2:15][C:16]([C:19]#[N:20])([CH3:18])[CH3:17])[NH:13][CH:12]([C:21](O)=[O:22])[CH:11]3[C:24]3[CH:29]=[CH:28][CH:27]=[C:26]([Cl:30])[C:25]=3[F:31])[C:5]2=[CH:4][CH:3]=1.CN(C(ON1N=NC2C=CC=NC1=2)=[N+](C)C)C.F[P-](F)(F)(F)(F)F.CCN(C(C)C)C(C)C.[NH2:66][C:67]1[CH:68]=[CH:69][C:70]([C:73]([O:75][CH3:76])=[O:74])=[N:71][CH:72]=1. (5) Given the product [CH2:21]([C:20]1[S:33][C:32]([C:34]2[S:35][C:36]([CH3:51])=[C:37]([C:39]3[C:43]([F:45])([F:44])[C:42]([F:47])([F:46])[C:41]([F:49])([F:48])[C:40]=3[C:2]3[CH:6]=[C:5]([C:7]4[S:8][C:9]([OH:55])=[CH:10][CH:11]=4)[S:4][C:3]=3[CH3:13])[CH:38]=2)=[CH:31][CH:19]=1)[CH2:22][CH2:23][CH3:24], predict the reactants needed to synthesize it. The reactants are: Br[C:2]1[CH:6]=[C:5]([C:7]2[S:8][CH:9]=[C:10](O)[CH:11]=2)[S:4][C:3]=1[CH3:13].[Li]CCCC.[CH3:19][CH2:20][CH2:21][CH2:22][CH2:23][CH3:24].C(C1[S:33][C:32]([C:34]2[S:35][C:36]([CH3:51])=[C:37]([C:39]3[C:43]([F:45])([F:44])[C:42]([F:47])([F:46])[C:41]([F:49])([F:48])[C:40]=3F)[CH:38]=2)=[CH:31]C=1)CCC.C1C[O:55]CC1. (6) Given the product [CH3:1][O:2][C:3]1[CH:12]=[C:11]2[C:6]([CH:7]=[CH:8][C:9](=[O:13])[N:10]2[CH2:18][CH:17]=[CH2:16])=[N:5][CH:4]=1, predict the reactants needed to synthesize it. The reactants are: [CH3:1][O:2][C:3]1[CH:12]=[C:11]2[C:6]([CH:7]=[CH:8][C:9](=[O:13])[NH:10]2)=[N:5][CH:4]=1.[H-].[Na+].[CH2:16](I)[CH:17]=[CH2:18]. (7) Given the product [CH3:1][O:2][C:3](=[O:21])[C:4]1[CH:9]=[C:8]([NH2:10])[C:7]([C:13]([F:16])([F:15])[F:14])=[CH:6][C:5]=1[NH:17][C:18](=[O:20])[CH3:19], predict the reactants needed to synthesize it. The reactants are: [CH3:1][O:2][C:3](=[O:21])[C:4]1[CH:9]=[C:8]([N+:10]([O-])=O)[C:7]([C:13]([F:16])([F:15])[F:14])=[CH:6][C:5]=1[NH:17][C:18](=[O:20])[CH3:19].[H][H].